The task is: Predict which catalyst facilitates the given reaction.. This data is from Catalyst prediction with 721,799 reactions and 888 catalyst types from USPTO. (1) Reactant: [CH3:1][O:2][C:3]1[C:8]2[C:9](=[O:17])[NH:10][N:11]([CH:12]3[CH2:16][CH2:15][O:14][CH2:13]3)[C:7]=2[CH:6]=[CH:5][N:4]=1.N1C=CC=CC=1.[F:24][C:25]([F:38])([F:37])[S:26](O[S:26]([C:25]([F:38])([F:37])[F:24])(=[O:28])=[O:27])(=[O:28])=[O:27].[Cl-].[NH4+]. Product: [F:24][C:25]([F:38])([F:37])[S:26]([O:17][C:9]1[C:8]2[C:3]([O:2][CH3:1])=[N:4][CH:5]=[CH:6][C:7]=2[N:11]([CH:12]2[CH2:16][CH2:15][O:14][CH2:13]2)[N:10]=1)(=[O:28])=[O:27]. The catalyst class is: 10. (2) Reactant: [Cl:1][C:2]1[C:6]([Cl:7])=[C:5]([CH3:8])[NH:4][C:3]=1[C:9]([NH:11][CH:12]1[CH2:17][CH2:16][N:15](C(OC(C)(C)C)=O)[CH2:14][CH2:13]1)=[O:10].[C:25]([OH:31])([C:27]([F:30])([F:29])[F:28])=[O:26]. Product: [F:28][C:27]([F:30])([F:29])[C:25]([O-:31])=[O:26].[Cl:1][C:2]1[C:6]([Cl:7])=[C:5]([CH3:8])[NH:4][C:3]=1[C:9]([NH:11][CH:12]1[CH2:17][CH2:16][NH2+:15][CH2:14][CH2:13]1)=[O:10]. The catalyst class is: 2. (3) Reactant: [NH:1]1[C:9]2[C:4](=[CH:5][C:6]([C:10]3([C:13]([O:15]C)=[O:14])[CH2:12][CH2:11]3)=[CH:7][CH:8]=2)[CH:3]=[CH:2]1.[Li+].[OH-].Cl. Product: [NH:1]1[C:9]2[C:4](=[CH:5][C:6]([C:10]3([C:13]([OH:15])=[O:14])[CH2:12][CH2:11]3)=[CH:7][CH:8]=2)[CH:3]=[CH:2]1. The catalyst class is: 24. (4) Reactant: Cl[C:2]1[C:7]([Cl:8])=[CH:6][C:5]([N+:9]([O-:11])=[O:10])=[CH:4][N:3]=1.[C:12]([CH:14]([CH3:20])[C:15]([O:17][CH2:18][CH3:19])=[O:16])#[N:13].C(=O)([O-])[O-].[K+].[K+].O. Product: [Cl:8][C:7]1[C:2]([C:14]([C:12]#[N:13])([CH3:20])[C:15]([O:17][CH2:18][CH3:19])=[O:16])=[N:3][CH:4]=[C:5]([N+:9]([O-:11])=[O:10])[CH:6]=1. The catalyst class is: 9.